Dataset: Full USPTO retrosynthesis dataset with 1.9M reactions from patents (1976-2016). Task: Predict the reactants needed to synthesize the given product. (1) Given the product [C:17]([C:25]1[CH:30]=[CH:29][C:28]([NH:31][C:32]([N:2]2[CH2:7][CH2:6][C:5]3([C:15]4[C:10](=[CH:11][CH:12]=[CH:13][CH:14]=4)[C:9](=[O:16])[O:8]3)[CH2:4][CH2:3]2)=[O:33])=[CH:27][CH:26]=1)(=[O:24])[C:18]1[CH:19]=[CH:20][CH:21]=[CH:22][CH:23]=1, predict the reactants needed to synthesize it. The reactants are: Cl.[NH:2]1[CH2:7][CH2:6][C:5]2([C:15]3[C:10](=[CH:11][CH:12]=[CH:13][CH:14]=3)[C:9](=[O:16])[O:8]2)[CH2:4][CH2:3]1.[C:17]([C:25]1[CH:30]=[CH:29][C:28]([NH:31][C:32](=O)[O:33]C2C=CC=CC=2)=[CH:27][CH:26]=1)(=[O:24])[C:18]1[CH:23]=[CH:22][CH:21]=[CH:20][CH:19]=1.C(N(CC)CC)C.O. (2) Given the product [CH2:1]([C:5]1[CH:6]=[N:7][C:8]2[N:26]=[C:13]([CH2:14][O:15][CH2:16][CH2:17][C:18]3[CH:23]=[C:22]([F:24])[CH:21]=[CH:20][C:19]=3[F:25])[NH:12][C:10](=[O:11])[C:9]=2[CH:27]=1)[CH2:2][CH2:3][CH3:4], predict the reactants needed to synthesize it. The reactants are: [CH2:1]([C:5]1[CH:6]=[N:7][C:8](Cl)=[C:9]([CH:27]=1)[C:10]([NH:12][C:13](=[NH:26])[CH2:14][O:15][CH2:16][CH2:17][C:18]1[CH:23]=[C:22]([F:24])[CH:21]=[CH:20][C:19]=1[F:25])=[O:11])[CH2:2][CH2:3][CH3:4].CC([O-])(C)C.[K+].